Dataset: Catalyst prediction with 721,799 reactions and 888 catalyst types from USPTO. Task: Predict which catalyst facilitates the given reaction. Reactant: [C:1]([O:4][C@H:5]1[CH2:10][CH2:9][C@H:8]2[C@H:11]3[C@H:20]([CH2:21][CH2:22][C@:6]12[CH3:7])[C@@H:19]1[C:14](=[CH:15][C:16](=[O:23])[CH2:17][CH2:18]1)[CH:13]=[CH:12]3)(=[O:3])[CH3:2].[Br-].[Li+].[S-][C:27]1C=CC=C[CH:28]=1.[Li+].[Cl-].[NH4+]. Product: [C:1]([O:4][C@H:5]1[CH2:10][CH2:9][C@H:8]2[C@H:11]3[C@H:20]([CH2:21][CH2:22][C@:6]12[CH3:7])[C@@H:19]1[C:14](=[CH:15][C:16](=[O:23])[CH2:17][CH2:18]1)[CH2:13][C@H:12]3[CH:27]=[CH2:28])(=[O:3])[CH3:2]. The catalyst class is: 7.